This data is from Full USPTO retrosynthesis dataset with 1.9M reactions from patents (1976-2016). The task is: Predict the reactants needed to synthesize the given product. (1) Given the product [CH2:11]([C:13]1[CH:14]=[CH:15][C:16]([S:19]([NH:1][C:2]2[CH:6]=[CH:5][S:4][C:3]=2[C:7]([O:9][CH3:10])=[O:8])(=[O:21])=[O:20])=[CH:17][CH:18]=1)[CH3:12], predict the reactants needed to synthesize it. The reactants are: [NH2:1][C:2]1[CH:6]=[CH:5][S:4][C:3]=1[C:7]([O:9][CH3:10])=[O:8].[CH2:11]([C:13]1[CH:18]=[CH:17][C:16]([S:19](Cl)(=[O:21])=[O:20])=[CH:15][CH:14]=1)[CH3:12].Cl. (2) The reactants are: [CH3:1][C:2]1([C:21]([O:23]CC)=[O:22])[CH2:7][CH2:6][CH:5]([S:8]([C:11]2[CH:16]=[CH:15][CH:14]=[C:13]([C:17]([F:20])([F:19])[F:18])[CH:12]=2)(=[O:10])=[O:9])[CH2:4][CH2:3]1.O[Li].O. Given the product [CH3:1][C:2]1([C:21]([OH:23])=[O:22])[CH2:7][CH2:6][CH:5]([S:8]([C:11]2[CH:16]=[CH:15][CH:14]=[C:13]([C:17]([F:18])([F:19])[F:20])[CH:12]=2)(=[O:9])=[O:10])[CH2:4][CH2:3]1, predict the reactants needed to synthesize it.